Dataset: Full USPTO retrosynthesis dataset with 1.9M reactions from patents (1976-2016). Task: Predict the reactants needed to synthesize the given product. (1) The reactants are: [F:1][C:2]([F:27])([F:26])[C:3]1[CH:25]=[CH:24][C:6]([CH2:7][O:8][N:9]=[C:10]([C:13]2[CH:18]=[CH:17][C:16]([NH:19][CH2:20][C:21]([OH:23])=O)=[CH:15][CH:14]=2)[CH2:11][CH3:12])=[CH:5][CH:4]=1.Cl.[O:29]1[CH2:34][CH2:33][CH:32]([CH2:35][NH2:36])[CH2:31][CH2:30]1.C1C=CC2N(O)N=NC=2C=1.CCN=C=NCCCN(C)C.Cl.C(N1CCOCC1)C. Given the product [O:29]1[CH2:34][CH2:33][CH:32]([CH2:35][NH:36][C:21](=[O:23])[CH2:20][NH:19][C:16]2[CH:15]=[CH:14][C:13]([C:10](=[N:9][O:8][CH2:7][C:6]3[CH:5]=[CH:4][C:3]([C:2]([F:27])([F:1])[F:26])=[CH:25][CH:24]=3)[CH2:11][CH3:12])=[CH:18][CH:17]=2)[CH2:31][CH2:30]1, predict the reactants needed to synthesize it. (2) Given the product [C:31]([C:28]1[N:27]=[C:26]([C:24]([NH:23][CH2:22][C:19]2[CH:20]=[CH:21][C:16]([C:15]3[CH:14]=[CH:13][N:12]=[C:11]4[NH:36][C:8]([C:3]5[CH:4]=[CH:5][CH:6]=[CH:7][C:2]=5[NH:1][C:46](=[O:49])[CH:47]=[CH2:48])=[N:9][C:10]=34)=[CH:17][C:18]=2[F:35])=[O:25])[O:30][N:29]=1)([CH3:32])([CH3:33])[CH3:34], predict the reactants needed to synthesize it. The reactants are: [NH2:1][C:2]1[CH:7]=[CH:6][CH:5]=[CH:4][C:3]=1[C:8]1[NH:36][C:11]2=[N:12][CH:13]=[CH:14][C:15]([C:16]3[CH:21]=[CH:20][C:19]([CH2:22][NH:23][C:24]([C:26]4[O:30][N:29]=[C:28]([C:31]([CH3:34])([CH3:33])[CH3:32])[N:27]=4)=[O:25])=[C:18]([F:35])[CH:17]=3)=[C:10]2[N:9]=1.CCN(C(C)C)C(C)C.[C:46](Cl)(=[O:49])[CH:47]=[CH2:48]. (3) Given the product [F:21][C:18]1[CH:19]=[CH:20][C:15]([C:13]#[C:14][C:2]2[CH:11]=[C:10]3[C:5]([C:6](=[O:12])[NH:7][CH:8]=[N:9]3)=[CH:4][CH:3]=2)=[CH:16][CH:17]=1, predict the reactants needed to synthesize it. The reactants are: Br[C:2]1[CH:11]=[C:10]2[C:5]([C:6](=[O:12])[NH:7][CH:8]=[N:9]2)=[CH:4][CH:3]=1.[C:13]([C:15]1[CH:20]=[CH:19][C:18]([F:21])=[CH:17][CH:16]=1)#[CH:14].C1C=CC(P(C2C=CC=CC=2)C2C=CC=CC=2)=CC=1.CCN(CC)CC. (4) Given the product [O:49]([C:25]1[C:26]([NH:29][C:30]2[S:31][CH:32]=[C:33]([CH2:35][CH:36]3[CH2:37][CH2:38][N:39]([C:42]([O:44][C:45]([CH3:48])([CH3:47])[CH3:46])=[O:43])[CH2:40][CH2:41]3)[N:34]=2)=[N:27][CH:28]=[C:23]([S:22][C:8]2[CH:13]=[CH:12][N:11]=[C:10]3[CH:14]=[CH:15][S:16][C:9]=23)[CH:24]=1)[C:50]1[CH:55]=[CH:54][CH:53]=[CH:52][CH:51]=1, predict the reactants needed to synthesize it. The reactants are: CC([O-])(C)C.[K+].Cl[C:8]1[CH:13]=[CH:12][N:11]=[C:10]2[CH:14]=[CH:15][S:16][C:9]=12.COC(=O)CC[S:22][C:23]1[CH:24]=[C:25]([O:49][C:50]2[CH:55]=[CH:54][CH:53]=[CH:52][CH:51]=2)[C:26]([NH:29][C:30]2[S:31][CH:32]=[C:33]([CH2:35][CH:36]3[CH2:41][CH2:40][N:39]([C:42]([O:44][C:45]([CH3:48])([CH3:47])[CH3:46])=[O:43])[CH2:38][CH2:37]3)[N:34]=2)=[N:27][CH:28]=1. (5) Given the product [Br:13][C:14]1[CH:15]=[C:16]([NH:20][NH:21][C:7](=[O:11])[CH:8]([CH3:9])[CH3:10])[CH:17]=[CH:18][CH:19]=1, predict the reactants needed to synthesize it. The reactants are: [C:7](O[C:7](=[O:11])[CH:8]([CH3:10])[CH3:9])(=[O:11])[CH:8]([CH3:10])[CH3:9].Cl.[Br:13][C:14]1[CH:15]=[C:16]([NH:20][NH2:21])[CH:17]=[CH:18][CH:19]=1.C(N(CC)CC)C. (6) Given the product [ClH:1].[F:20][C:21]1[CH:22]=[C:23]2[C:31](=[CH:32][CH:33]=1)[C:26]1([CH2:30][CH2:29][N:28]([CH2:2][CH2:3][CH2:4][CH2:5][N:6]3[CH:11]=[C:10]([C:12]4[S:13][CH:14]=[CH:15][CH:16]=4)[C:9](=[O:17])[NH:8][C:7]3=[O:18])[CH2:27]1)[CH2:25][CH2:24]2, predict the reactants needed to synthesize it. The reactants are: [Cl:1][CH2:2][CH2:3][CH2:4][CH2:5][N:6]1[CH:11]=[C:10]([C:12]2[S:13][CH:14]=[CH:15][CH:16]=2)[C:9](=[O:17])[NH:8][C:7]1=[O:18].Cl.[F:20][C:21]1[CH:22]=[C:23]2[C:31](=[CH:32][CH:33]=1)[C:26]1([CH2:30][CH2:29][NH:28][CH2:27]1)[CH2:25][CH2:24]2.C(=O)([O-])[O-].[K+].[K+].[I-].[Na+].